This data is from Forward reaction prediction with 1.9M reactions from USPTO patents (1976-2016). The task is: Predict the product of the given reaction. (1) Given the reactants [F:1][C:2]([F:30])([F:29])[C:3]([N:5]1[CH:10]2[CH2:11][CH2:12][CH:6]1[CH2:7][C:8](=[C:13]1[C:26]3[CH:25]=[CH:24][C:23]([C:27]#[N:28])=[CH:22][C:21]=3[O:20][C:19]3[C:14]1=[CH:15][CH:16]=[CH:17][CH:18]=3)[CH2:9]2)=[O:4].[N-:31]=[N+:32]=[N-:33].[Na+].[NH4+].[Cl-], predict the reaction product. The product is: [F:30][C:2]([F:29])([F:1])[C:3]([N:5]1[CH:10]2[CH2:11][CH2:12][CH:6]1[CH2:7][C:8](=[C:13]1[C:26]3[CH:25]=[CH:24][C:23]([C:27]4[NH:33][N:32]=[N:31][N:28]=4)=[CH:22][C:21]=3[O:20][C:19]3[C:14]1=[CH:15][CH:16]=[CH:17][CH:18]=3)[CH2:9]2)=[O:4]. (2) Given the reactants C([O:4][C:5]1[CH:6]=[C:7]2[C:12](=[CH:13][C:14]=1[O:15][CH3:16])[N:11]=[CH:10][N:9]=[C:8]2[NH:17][C:18]1[CH:23]=[CH:22][C:21]([F:24])=[CH:20][CH:19]=1)(=O)C.[OH-].[Na+].Cl, predict the reaction product. The product is: [F:24][C:21]1[CH:20]=[CH:19][C:18]([NH:17][C:8]2[C:7]3[C:12](=[CH:13][C:14]([O:15][CH3:16])=[C:5]([OH:4])[CH:6]=3)[N:11]=[CH:10][N:9]=2)=[CH:23][CH:22]=1. (3) Given the reactants [CH2:1]([C:3]1[C:8](/[CH:9]=[CH:10]/[O:11]C)=[CH:7][CH:6]=[CH:5][C:4]=1[C:13]1[CH:14]=[N:15][C:16]([C:19]2[CH:20]=[CH:21][C:22]([CH2:27][CH:28]([CH3:30])[CH3:29])=[C:23]([CH:26]=2)[C:24]#[N:25])=[N:17][CH:18]=1)[CH3:2].[I-].[Na+].C[Si](Cl)(C)C, predict the reaction product. The product is: [CH2:1]([C:3]1[C:8]([CH2:9][CH:10]=[O:11])=[CH:7][CH:6]=[CH:5][C:4]=1[C:13]1[CH:18]=[N:17][C:16]([C:19]2[CH:20]=[CH:21][C:22]([CH2:27][CH:28]([CH3:29])[CH3:30])=[C:23]([CH:26]=2)[C:24]#[N:25])=[N:15][CH:14]=1)[CH3:2]. (4) Given the reactants [CH3:1][NH:2][C:3]([C:5]1([C:11]2[CH:16]=[CH:15][C:14]([O:17][CH2:18][CH2:19][CH2:20][N:21]3[CH2:26][CH2:25][O:24][CH2:23][CH2:22]3)=[CH:13][CH:12]=2)[CH2:10][CH2:9][O:8][CH2:7][CH2:6]1)=O.[H-].[H-].[H-].[H-].[Li+].[Al+3].N1(CC2(C3C=CC(OCCCN4CCOCC4)=CC=3)CCOCC2)CCOCC1, predict the reaction product. The product is: [CH3:1][NH:2][CH2:3][C:5]1([C:11]2[CH:12]=[CH:13][C:14]([O:17][CH2:18][CH2:19][CH2:20][N:21]3[CH2:22][CH2:23][O:24][CH2:25][CH2:26]3)=[CH:15][CH:16]=2)[CH2:6][CH2:7][O:8][CH2:9][CH2:10]1.